Dataset: Reaction yield outcomes from USPTO patents with 853,638 reactions. Task: Predict the reaction yield, written as a fraction of the theoretical maximum amount of product (1.0 means a 100% yield; for example, 0.34 means a 34% yield). (1) The yield is 0.460. The reactants are [C:1]([NH:5][S:6]([C:9]1[S:10][CH:11]=[CH:12][CH:13]=1)(=[O:8])=[O:7])([CH3:4])([CH3:3])[CH3:2].[Li][CH2:15][CH2:16][CH2:17][CH3:18].ICCCC. The product is [C:1]([NH:5][S:6]([C:9]1[S:10][C:11]([CH2:15][CH2:16][CH2:17][CH3:18])=[CH:12][CH:13]=1)(=[O:7])=[O:8])([CH3:4])([CH3:2])[CH3:3]. The catalyst is C1COCC1. (2) The reactants are [Cl:1][C:2]1[CH:7]=[CH:6][C:5]([C:8]2[C:12]([CH2:13][O:14][C:15]3[CH:23]=[CH:22][C:18]([C:19]([OH:21])=O)=[CH:17][N:16]=3)=[CH:11][O:10][N:9]=2)=[CH:4][CH:3]=1.CC1ON=C(C2C=CC=CC=2)C=1COC1C=CC(C(O)=O)=CN=1.[CH2:47]([CH2:49][NH2:50])[OH:48]. No catalyst specified. The product is [Cl:1][C:2]1[CH:3]=[CH:4][C:5]([C:8]2[C:12]([CH2:13][O:14][C:15]3[CH:23]=[CH:22][C:18]([C:19]([NH:50][CH2:49][CH2:47][OH:48])=[O:21])=[CH:17][N:16]=3)=[CH:11][O:10][N:9]=2)=[CH:6][CH:7]=1. The yield is 0.700. (3) The reactants are [OH-].[Na+].[F:3][C:4]1[CH:24]=[CH:23][C:22]([C:25]2[CH:30]=[CH:29][CH:28]=[C:27]([CH2:31][OH:32])[CH:26]=2)=[CH:21][C:5]=1[C:6]([NH:8][C:9]1[C:10]([CH3:20])=[C:11]([CH:16]=[CH:17][C:18]=1[CH3:19])[C:12]([O:14]C)=[O:13])=[O:7].Cl. The catalyst is C1COCC1.C(O)(C)(C)C. The product is [F:3][C:4]1[CH:24]=[CH:23][C:22]([C:25]2[CH:30]=[CH:29][CH:28]=[C:27]([CH2:31][OH:32])[CH:26]=2)=[CH:21][C:5]=1[C:6]([NH:8][C:9]1[C:10]([CH3:20])=[C:11]([CH:16]=[CH:17][C:18]=1[CH3:19])[C:12]([OH:14])=[O:13])=[O:7]. The yield is 0.655. (4) The reactants are [N+:1]([C:4]1[CH:51]=[CH:50][C:7]([O:8][CH2:9][CH2:10][CH2:11][CH2:12][Si:13]([CH3:49])([CH3:48])[O:14][Si:15]([CH3:47])([CH3:46])[O:16][Si:17]([CH3:45])([CH3:44])[O:18][Si:19]([CH3:43])([CH3:42])[O:20][Si:21]([CH3:41])([CH3:40])[O:22][Si:23]([CH2:26][CH2:27][CH2:28][CH2:29][O:30][C:31]2[CH:36]=[CH:35][C:34]([N+:37]([O-])=O)=[CH:33][CH:32]=2)([CH3:25])[CH3:24])=[CH:6][CH:5]=1)([O-])=O.[H][H]. The catalyst is [Pd]. The product is [NH2:1][C:4]1[CH:51]=[CH:50][C:7]([O:8][CH2:9][CH2:10][CH2:11][CH2:12][Si:13]([CH3:48])([CH3:49])[O:14][Si:15]([CH3:47])([CH3:46])[O:16][Si:17]([CH3:45])([CH3:44])[O:18][Si:19]([CH3:43])([CH3:42])[O:20][Si:21]([CH3:41])([CH3:40])[O:22][Si:23]([CH2:26][CH2:27][CH2:28][CH2:29][O:30][C:31]2[CH:32]=[CH:33][C:34]([NH2:37])=[CH:35][CH:36]=2)([CH3:24])[CH3:25])=[CH:6][CH:5]=1. The yield is 0.990.